From a dataset of Full USPTO retrosynthesis dataset with 1.9M reactions from patents (1976-2016). Predict the reactants needed to synthesize the given product. (1) Given the product [CH3:7][N:6]1[C:2]2[N:1]=[C:22]([SH:23])[NH:21][C:8](=[O:10])[C:3]=2[CH:4]=[N:5]1, predict the reactants needed to synthesize it. The reactants are: [NH2:1][C:2]1[N:6]([CH3:7])[N:5]=[CH:4][C:3]=1[C:8]([O:10]CC)=O.C([N:21]=[C:22]=[S:23])(=O)C1C=CC=CC=1.CO.C(=O)([O-])[O-].[K+].[K+]. (2) Given the product [CH3:26][O:27][C:10]1[CH:5]=[C:6]([CH:13]2[C:25]3[NH:24][C:23]4[C:18](=[CH:19][CH:20]=[CH:21][CH:22]=4)[C:17]=3[CH2:16][CH2:15][NH:14]2)[CH:7]=[C:8]([O:11][CH3:12])[CH:9]=1, predict the reactants needed to synthesize it. The reactants are: [K+].[Br-].CO[C:5]1[CH:10]=[CH:9][C:8]([O:11][CH3:12])=[CH:7][C:6]=1[CH:13]1[C:25]2[NH:24][C:23]3[C:18](=[CH:19][CH:20]=[CH:21][CH:22]=3)[C:17]=2[CH2:16][CH2:15][NH:14]1.[CH3:26][O:27]C1C=C(C2C3NC4C(=CC=CC=4)C=3CCN2)C=CC=1OC.COC1C=C(OC)C=CC=1C1C2NC3C(=CC=CC=3)C=2CCN1. (3) The reactants are: C(O[BH-](OC(=O)C)OC(=O)C)(=O)C.[Na+].[NH2:15][C:16]([CH3:46])([CH3:45])[CH2:17][O:18][C:19]1[CH:24]=[CH:23][C:22]([NH:25][C:26](=[O:37])[C:27]2[CH:32]=[CH:31][CH:30]=[C:29]([C:33]([F:36])([F:35])[F:34])[CH:28]=2)=[CH:21][C:20]=1[C:38]1[N:39]([CH3:44])[N:40]=[CH:41][C:42]=1[Cl:43].[CH:47](=O)[CH2:48][CH3:49].C(Cl)(=O)C. Given the product [Cl:43][C:42]1[CH:41]=[N:40][N:39]([CH3:44])[C:38]=1[C:20]1[CH:21]=[C:22]([NH:25][C:26](=[O:37])[C:27]2[CH:32]=[CH:31][CH:30]=[C:29]([C:33]([F:36])([F:34])[F:35])[CH:28]=2)[CH:23]=[CH:24][C:19]=1[O:18][CH2:17][C:16]([CH3:46])([NH:15][CH2:47][CH2:48][CH3:49])[CH3:45], predict the reactants needed to synthesize it. (4) Given the product [F:13][C:14]1[C:19]([I:21])=[CH:18][CH:17]=[C:16]([F:20])[N:15]=1, predict the reactants needed to synthesize it. The reactants are: C([Li])CCC.C(NC(C)C)(C)C.[F:13][C:14]1[CH:19]=[CH:18][CH:17]=[C:16]([F:20])[N:15]=1.[I:21]I.S([O-])([O-])=O.[Na+].[Na+].